This data is from Forward reaction prediction with 1.9M reactions from USPTO patents (1976-2016). The task is: Predict the product of the given reaction. Given the reactants [Cl:1][C:2]1[CH:7]=[C:6]([C:8]([C:10](F)(F)F)=C)[CH:5]=[C:4]([C:14]([F:17])([F:16])[F:15])[CH:3]=1.[Br:18][C:19]1[CH:24]=[CH:23][C:22]([CH:25]=[N:26][OH:27])=[CH:21][C:20]=1[CH2:28][C:29]([F:32])([F:31])[F:30], predict the reaction product. The product is: [Br:18][C:19]1[CH:24]=[CH:23][C:22]([C:25]2[CH2:10][CH:8]([C:6]3[CH:5]=[C:4]([C:14]([F:15])([F:16])[F:17])[CH:3]=[C:2]([Cl:1])[CH:7]=3)[O:27][N:26]=2)=[CH:21][C:20]=1[CH2:28][C:29]([F:30])([F:31])[F:32].